This data is from Peptide-MHC class II binding affinity with 134,281 pairs from IEDB. The task is: Regression. Given a peptide amino acid sequence and an MHC pseudo amino acid sequence, predict their binding affinity value. This is MHC class II binding data. The peptide sequence is DVNASFRAAMATTAN. The MHC is HLA-DQA10501-DQB10201 with pseudo-sequence HLA-DQA10501-DQB10201. The binding affinity (normalized) is 0.315.